Dataset: Full USPTO retrosynthesis dataset with 1.9M reactions from patents (1976-2016). Task: Predict the reactants needed to synthesize the given product. (1) Given the product [NH2:17][C:15]1[C:16]2[C:8]([C:5]3[CH:6]=[CH:7][C:2]([NH:1][C:39](=[O:40])[C:34]4[CH:27]=[CH:38][CH:37]=[CH:36][CH:35]=4)=[C:3]([O:24][CH3:25])[CH:4]=3)=[CH:9][N:10]([CH:18]3[CH2:19][CH2:20][O:21][CH2:22][CH2:23]3)[C:11]=2[N:12]=[CH:13][N:14]=1, predict the reactants needed to synthesize it. The reactants are: [NH2:1][C:2]1[CH:7]=[CH:6][C:5]([C:8]2[C:16]3[C:15]([NH2:17])=[N:14][CH:13]=[N:12][C:11]=3[N:10]([CH:18]3[CH2:23][CH2:22][O:21][CH2:20][CH2:19]3)[CH:9]=2)=[CH:4][C:3]=1[O:24][CH3:25].N1C=CC=C[CH:27]=1.Cl.N1[CH:38]=[CH:37][CH:36]=[CH:35][C:34]=1[C:39](Cl)=[O:40]. (2) Given the product [Br:1][C:2]1[CH:7]=[C:6]([C:8]([F:11])([F:10])[F:9])[C:5]2[NH:12][C:13]([C:15]3[O:16][C:17]([C:20]([CH3:23])([CH3:22])[CH3:21])=[N:18][N:19]=3)=[N:24][C:4]=2[CH:3]=1, predict the reactants needed to synthesize it. The reactants are: [Br:1][C:2]1[CH:7]=[C:6]([C:8]([F:11])([F:10])[F:9])[C:5]([NH:12][C:13]([C:15]2[O:16][C:17]([C:20]([CH3:23])([CH3:22])[CH3:21])=[N:18][N:19]=2)=O)=[C:4]([N+:24]([O-])=O)[CH:3]=1.CCOC(C)=O.C(Cl)Cl. (3) Given the product [F:1][C:2]1[CH:7]=[CH:6][C:5]([C:8]2[CH:13]=[CH:12][N:11]=[CH:10][C:9]=2[N:14]([CH3:32])[C:15](=[O:31])[C:16]2[CH:21]=[C:20]([C:22]([F:24])([F:23])[F:25])[CH:19]=[C:18]([S:37]([CH:53]3[CH2:49][O:50][CH2:51]3)(=[O:39])=[O:36])[CH:17]=2)=[C:4]([O:33][CH3:34])[CH:3]=1, predict the reactants needed to synthesize it. The reactants are: [F:1][C:2]1[CH:7]=[CH:6][C:5]([C:8]2[CH:13]=[CH:12][N:11]=[CH:10][C:9]=2[N:14]([CH3:32])[C:15](=[O:31])[C:16]2[CH:21]=[C:20]([C:22]([F:25])([F:24])[F:23])[CH:19]=[C:18](SC3COC3)[CH:17]=2)=[C:4]([O:33][CH3:34])[CH:3]=1.O[O:36][S:37]([O-:39])=O.[K+].[O-]S([O-])(=S)=O.[Na+].[Na+].C[CH2:49][O:50][C:51]([CH3:53])=O.